From a dataset of Ames mutagenicity test results for genotoxicity prediction. Regression/Classification. Given a drug SMILES string, predict its toxicity properties. Task type varies by dataset: regression for continuous values (e.g., LD50, hERG inhibition percentage) or binary classification for toxic/non-toxic outcomes (e.g., AMES mutagenicity, cardiotoxicity, hepatotoxicity). Dataset: ames. (1) The molecule is C=CCOc1ccccc1OCC(O)CNC(C)C. The result is 0 (non-mutagenic). (2) The result is 0 (non-mutagenic). The molecule is NC(CCCCNCC(N)C(=O)O)C(=O)O.